This data is from Full USPTO retrosynthesis dataset with 1.9M reactions from patents (1976-2016). The task is: Predict the reactants needed to synthesize the given product. Given the product [CH3:3][CH:4]1[CH2:13][CH:12]=[CH:11][C:6]2([CH2:7][CH2:8][CH2:9][CH2:10]2)[CH:5]1[C:14]([OH:16])=[O:15], predict the reactants needed to synthesize it. The reactants are: [OH-].[K+].[CH3:3][C@H:4]1[CH2:13][CH:12]=[CH:11][C:6]2([CH2:10][CH2:9][CH2:8][CH2:7]2)[C@H:5]1[C:14]([O:16]CC)=[O:15].[OH-].[Na+].